From a dataset of Forward reaction prediction with 1.9M reactions from USPTO patents (1976-2016). Predict the product of the given reaction. (1) Given the reactants [F:1][C:2]1[CH:11]=[CH:10][C:9]([F:12])=[C:8]2[C:3]=1[C:4](=[O:18])[C:5]([C:13]([O:15]CC)=[O:14])=[CH:6][NH:7]2.[I-].[K+].C(=O)([O-])[O-].[K+].[K+].Cl[CH2:28][C:29]1[CH:34]=[CH:33][C:32]([O:35][CH3:36])=[CH:31][CH:30]=1, predict the reaction product. The product is: [F:1][C:2]1[CH:11]=[CH:10][C:9]([F:12])=[C:8]2[C:3]=1[C:4](=[O:18])[C:5]([C:13]([OH:15])=[O:14])=[CH:6][N:7]2[CH2:28][C:29]1[CH:34]=[CH:33][C:32]([O:35][CH3:36])=[CH:31][CH:30]=1. (2) Given the reactants [CH2:1]([O:3][C:4]([C:6]1[CH2:10][CH2:9][CH2:8][C:7]=1[C:11]1[C:19]2[C:14](=[CH:15][CH:16]=[C:17]([C:20]#[N:21])[CH:18]=2)[N:13](S(C2C=CC(C)=CC=2)(=O)=O)[CH:12]=1)=[O:5])[CH3:2].[OH-].[Na+], predict the reaction product. The product is: [CH2:1]([O:3][C:4]([C:6]1[CH2:10][CH2:9][CH2:8][C:7]=1[C:11]1[C:19]2[C:14](=[CH:15][CH:16]=[C:17]([C:20]#[N:21])[CH:18]=2)[NH:13][CH:12]=1)=[O:5])[CH3:2].